Dataset: Full USPTO retrosynthesis dataset with 1.9M reactions from patents (1976-2016). Task: Predict the reactants needed to synthesize the given product. (1) Given the product [C:20]([O:19][C:17]([NH:16][CH2:15][CH2:14][CH2:13][C@H:12]([NH:11][C:9](=[O:10])[O:8][CH2:1][C:2]1[CH:3]=[CH:4][CH:5]=[CH:6][CH:7]=1)[C:24](=[O:26])[NH:27][C@@H:28]([CH2:29][CH2:30][CH2:31][NH:32][C:33]([O:34][C:35]([CH3:38])([CH3:37])[CH3:36])=[O:39])[CH2:40][C:41](=[O:42])[NH:43][CH2:44][CH2:45][NH:46][C:47](=[O:48])[O:49][C:50]([CH3:53])([CH3:51])[CH3:52])=[O:18])([CH3:21])([CH3:22])[CH3:23], predict the reactants needed to synthesize it. The reactants are: [CH2:1]([O:8][C:9]([NH:11][C@H:12]([C:24]([OH:26])=O)[CH2:13][CH2:14][CH2:15][NH:16][C:17]([O:19][C:20]([CH3:23])([CH3:22])[CH3:21])=[O:18])=[O:10])[C:2]1[CH:7]=[CH:6][CH:5]=[CH:4][CH:3]=1.[NH2:27][C@H:28]([CH2:40][C:41]([NH:43][CH2:44][CH2:45][NH:46][C:47]([O:49][C:50]([CH3:53])([CH3:52])[CH3:51])=[O:48])=[O:42])[CH2:29][CH2:30][CH2:31][NH:32][C:33](=[O:39])[O:34][C:35]([CH3:38])([CH3:37])[CH3:36].C(Cl)CCl.C1C=CC2N(O)N=NC=2C=1. (2) The reactants are: [Cl:1][C:2]1[CH:10]=[C:9]2[C:5](/[C:6](=[C:12](\[C:15]3[CH:20]=[CH:19][CH:18]=[C:17]([Cl:21])[CH:16]=3)/[C:13]#[N:14])/[C:7](=[O:11])[NH:8]2)=[CH:4][CH:3]=1.[C:22]([O:26][C:27](O[C:27]([O:26][C:22]([CH3:25])([CH3:24])[CH3:23])=[O:28])=[O:28])([CH3:25])([CH3:24])[CH3:23].C(N(CC)CC)C. Given the product [C:22]([O:26][C:27]([N:8]1[C:9]2[C:5](=[CH:4][CH:3]=[C:2]([Cl:1])[CH:10]=2)/[C:6](=[C:12](\[C:15]2[CH:20]=[CH:19][CH:18]=[C:17]([Cl:21])[CH:16]=2)/[C:13]#[N:14])/[C:7]1=[O:11])=[O:28])([CH3:25])([CH3:24])[CH3:23], predict the reactants needed to synthesize it. (3) Given the product [OH:20][CH2:16][CH2:15][NH:18][C:6](=[O:8])[C:5]1[CH:9]=[CH:10][C:11]([N+:12]([O-:14])=[O:13])=[C:3]([O:2][CH3:1])[CH:4]=1, predict the reactants needed to synthesize it. The reactants are: [CH3:1][O:2][C:3]1[CH:4]=[C:5]([CH:9]=[CH:10][C:11]=1[N+:12]([O-:14])=[O:13])[C:6]([OH:8])=O.[CH2:15]([NH2:18])[CH2:16]N.S(Cl)(Cl)=[O:20]. (4) Given the product [CH3:34][C:5]([CH3:4])([CH3:36])[CH2:6][C:7]1[N:8]=[C:9]([C:18]([OH:33])([CH3:1])[CH2:19][C:20]2[CH:25]=[CH:24][C:23]([C:26]3[CH:31]=[CH:30][C:29]([F:32])=[CH:28][N:27]=3)=[CH:22][CH:21]=2)[N:10]([S:12]([N:15]([CH3:16])[CH3:17])(=[O:14])=[O:13])[CH:11]=1, predict the reactants needed to synthesize it. The reactants are: [CH3:1][Mg]Br.[CH3:4][C:5]([CH3:36])([CH2:34]C)[CH2:6][C:7]1[N:8]=[C:9]([C:18](=[O:33])[CH2:19][C:20]2[CH:25]=[CH:24][C:23]([C:26]3[CH:31]=[CH:30][C:29]([F:32])=[CH:28][N:27]=3)=[CH:22][CH:21]=2)[N:10]([S:12]([N:15]([CH3:17])[CH3:16])(=[O:14])=[O:13])[CH:11]=1. (5) Given the product [CH3:2][C:1]1[O:7][C:6]([C:8]2[C:12]3[CH:13]=[C:14]([N+:17]([O-:19])=[O:18])[CH:15]=[CH:16][C:11]=3[S:10][N:9]=2)=[N:5][N:4]=1, predict the reactants needed to synthesize it. The reactants are: [C:1]([NH:4][NH:5][C:6]([C:8]1[C:12]2[CH:13]=[C:14]([N+:17]([O-:19])=[O:18])[CH:15]=[CH:16][C:11]=2[S:10][N:9]=1)=[O:7])(=O)[CH3:2].P(Cl)(Cl)(Cl)=O.